Dataset: Forward reaction prediction with 1.9M reactions from USPTO patents (1976-2016). Task: Predict the product of the given reaction. (1) Given the reactants Cl[C:2]1[N:7]=[N:6][C:5]([C:8]([NH2:10])=[O:9])=[C:4]([NH:11][C:12]2[CH:17]=[CH:16][CH:15]=[C:14]([C:18]([F:21])([F:20])[F:19])[N:13]=2)[CH:3]=1.[CH2:22]([NH2:25])[CH2:23][NH2:24], predict the reaction product. The product is: [NH2:24][CH2:23][CH2:22][NH:25][C:2]1[N:7]=[N:6][C:5]([C:8]([NH2:10])=[O:9])=[C:4]([NH:11][C:12]2[CH:17]=[CH:16][CH:15]=[C:14]([C:18]([F:21])([F:20])[F:19])[N:13]=2)[CH:3]=1. (2) Given the reactants [CH3:1][O:2][C:3]1[CH:4]=[C:5]([C:9]2[C:17]3[O:16][CH:15]([CH2:18][NH2:19])[CH2:14][C:13]=3[CH:12]=[CH:11][CH:10]=2)[CH:6]=[CH:7][CH:8]=1.C(N(C(C)C)CC)(C)C.Cl[C:30]([O:32][CH2:33][C:34]1[CH:39]=[CH:38][CH:37]=[CH:36][CH:35]=1)=[O:31], predict the reaction product. The product is: [CH3:1][O:2][C:3]1[CH:4]=[C:5]([C:9]2[C:17]3[O:16][CH:15]([CH2:18][NH:19][C:30](=[O:31])[O:32][CH2:33][C:34]4[CH:39]=[CH:38][CH:37]=[CH:36][CH:35]=4)[CH2:14][C:13]=3[CH:12]=[CH:11][CH:10]=2)[CH:6]=[CH:7][CH:8]=1. (3) Given the reactants [Cl:1][C:2]1[CH:3]=[C:4]([NH:10][C:11]2[CH:19]=[CH:18][C:14]([C:15]([OH:17])=O)=[CH:13][N:12]=2)[C:5](=[O:9])[N:6]([CH3:8])[N:7]=1.[CH3:20][C:21]1([OH:27])[CH2:26][CH2:25][NH:24][CH2:23][CH2:22]1.C1C=CC2N(O)N=NC=2C=1.CCN(C(C)C)C(C)C.C(Cl)CCl, predict the reaction product. The product is: [Cl:1][C:2]1[CH:3]=[C:4]([NH:10][C:11]2[CH:19]=[CH:18][C:14]([C:15]([N:24]3[CH2:25][CH2:26][C:21]([OH:27])([CH3:20])[CH2:22][CH2:23]3)=[O:17])=[CH:13][N:12]=2)[C:5](=[O:9])[N:6]([CH3:8])[N:7]=1. (4) Given the reactants [CH2:1]([C:5]1[CH:10]=[CH:9][C:8](Br)=[CH:7][CH:6]=1)[CH2:2][CH2:3][CH3:4].CC(C)([O-])C.[Na+].[CH:18]1[C:31]2[NH:30][C:29]3[C:24](=[CH:25][CH:26]=[CH:27][CH:28]=3)[S:23][C:22]=2[CH:21]=[CH:20][CH:19]=1.O, predict the reaction product. The product is: [CH2:1]([C:5]1[CH:10]=[CH:9][C:8]([N:30]2[C:31]3[CH:18]=[CH:19][CH:20]=[CH:21][C:22]=3[S:23][C:24]3[C:29]2=[CH:28][CH:27]=[CH:26][CH:25]=3)=[CH:7][CH:6]=1)[CH2:2][CH2:3][CH3:4]. (5) Given the reactants Br[C:2]1[CH:3]=[CH:4][C:5]([NH:8][C:9]2([C:13]3[CH:18]=[CH:17][CH:16]=[CH:15][CH:14]=3)[CH2:12][CH2:11][CH2:10]2)=[N:6][CH:7]=1.[C:19]1(B(O)O)[CH:24]=[CH:23][CH:22]=[CH:21][CH:20]=1.C(=O)([O-])[O-].[K+].[K+].O1CCOCC1, predict the reaction product. The product is: [C:19]1([C:2]2[CH:3]=[CH:4][C:5]([NH:8][C:9]3([C:13]4[CH:18]=[CH:17][CH:16]=[CH:15][CH:14]=4)[CH2:12][CH2:11][CH2:10]3)=[N:6][CH:7]=2)[CH:24]=[CH:23][CH:22]=[CH:21][CH:20]=1. (6) The product is: [F:1][C:2]1[CH:3]=[CH:4][C:5]([CH2:6][C:7]2[C:8](=[O:19])[O:9][C:10]3[C:15]([C:16]=2[CH3:17])=[CH:14][CH:13]=[C:12]([O:18][C:33]([N:23]2[C:32]4[C:27](=[CH:28][CH:29]=[CH:30][CH:31]=4)[CH2:26][CH2:25][CH2:24]2)=[O:34])[CH:11]=3)=[CH:20][CH:21]=1. Given the reactants [F:1][C:2]1[CH:21]=[CH:20][C:5]([CH2:6][C:7]2[C:8](=[O:19])[O:9][C:10]3[C:15]([C:16]=2[CH3:17])=[CH:14][CH:13]=[C:12]([OH:18])[CH:11]=3)=[CH:4][CH:3]=1.[I-].[N:23]1([C:33](N2C=C[N+](C)=C2)=[O:34])[C:32]2[C:27](=[CH:28][CH:29]=[CH:30][CH:31]=2)[CH2:26][CH2:25][CH2:24]1, predict the reaction product. (7) Given the reactants [CH2:1]([N:3]1[CH2:8][CH2:7][N:6]([C:9]([C:11]2[CH:16]=[C:15]([N+:17]([O-])=O)[CH:14]=[CH:13][C:12]=2[C:20]([F:23])([F:22])[F:21])=[O:10])[CH2:5][CH2:4]1)[CH3:2].C([O-])=O.[NH4+], predict the reaction product. The product is: [NH2:17][C:15]1[CH:14]=[CH:13][C:12]([C:20]([F:23])([F:22])[F:21])=[C:11]([C:9]([N:6]2[CH2:5][CH2:4][N:3]([CH2:1][CH3:2])[CH2:8][CH2:7]2)=[O:10])[CH:16]=1. (8) Given the reactants Br[C:2]1[CH:8]=[C:7]([F:9])[CH:6]=[CH:5][C:3]=1[NH2:4].CN(C)C=O.[CH2:15]([Sn](CCCC)(CCCC)CCCC)[CH:16]=[CH2:17], predict the reaction product. The product is: [CH2:17]([C:2]1[CH:8]=[C:7]([F:9])[CH:6]=[CH:5][C:3]=1[NH2:4])[CH:16]=[CH2:15].